Predict the product of the given reaction. From a dataset of Forward reaction prediction with 1.9M reactions from USPTO patents (1976-2016). (1) Given the reactants [C:1]([O:5][C:6]([N:8]1[C:16]2[C:11](=[CH:12][CH:13]=[CH:14][CH:15]=2)[CH:10]=[C:9]1[C:17]1[C:18](=[O:39])[N:19]([CH2:31][O:32][CH2:33][CH2:34][Si:35]([CH3:38])([CH3:37])[CH3:36])[CH:20]=[C:21]([C:23](=[O:30])[NH:24][C:25]2[CH:26]=[N:27][NH:28][CH:29]=2)[CH:22]=1)=[O:7])([CH3:4])([CH3:3])[CH3:2].C([O-])([O-])=O.[Cs+].[Cs+].[CH3:46][C:47]1[CH:54]=[CH:53][CH:52]=[CH:51][C:48]=1[CH2:49]Br, predict the reaction product. The product is: [C:1]([O:5][C:6]([N:8]1[C:16]2[C:11](=[CH:12][CH:13]=[CH:14][CH:15]=2)[CH:10]=[C:9]1[C:17]1[C:18](=[O:39])[N:19]([CH2:31][O:32][CH2:33][CH2:34][Si:35]([CH3:36])([CH3:37])[CH3:38])[CH:20]=[C:21]([C:23](=[O:30])[NH:24][C:25]2[CH:29]=[N:28][N:27]([CH2:46][C:47]3[CH:54]=[CH:53][CH:52]=[CH:51][C:48]=3[CH3:49])[CH:26]=2)[CH:22]=1)=[O:7])([CH3:4])([CH3:3])[CH3:2]. (2) Given the reactants C[N:2]1[CH2:7][CH2:6][O:5]C[CH2:3]1.[C:8]([O:12][C:13]([NH:15][C@@H:16]([CH:20]1[CH2:23][CH2:22][CH2:21]1)[C:17]([OH:19])=O)=[O:14])([CH3:11])([CH3:10])[CH3:9].CN(C(ON1N=NC2C=CC=CC1=2)=[N+](C)C)C.[B-](F)(F)(F)F.Cl.N1CC(O)C1, predict the reaction product. The product is: [CH:20]1([C@H:16]([NH:15][C:13](=[O:14])[O:12][C:8]([CH3:9])([CH3:10])[CH3:11])[C:17]([N:2]2[CH2:7][CH:6]([OH:5])[CH2:3]2)=[O:19])[CH2:23][CH2:22][CH2:21]1.